This data is from Buchwald-Hartwig C-N cross coupling reaction yields with 55,370 reactions. The task is: Predict the reaction yield, written as a fraction of the theoretical maximum amount of product (1.0 means a 100% yield; for example, 0.34 means a 34% yield). (1) The reactants are Clc1ccccn1.Cc1ccc(N)cc1.O=S(=O)(O[Pd]1c2ccccc2-c2ccccc2N~1)C(F)(F)F.COc1ccc(OC)c(P(C(C)(C)C)C(C)(C)C)c1-c1c(C(C)C)cc(C(C)C)cc1C(C)C.CN(C)C(=NC(C)(C)C)N(C)C.c1ccc(-c2ccno2)cc1. No catalyst specified. The product is Cc1ccc(Nc2ccccn2)cc1. The yield is 0.320. (2) The reactants are FC(F)(F)c1ccc(Cl)cc1.Cc1ccc(N)cc1.O=S(=O)(O[Pd]1c2ccccc2-c2ccccc2N~1)C(F)(F)F.CC(C)c1cc(C(C)C)c(-c2ccccc2P(C2CCCCC2)C2CCCCC2)c(C(C)C)c1.CCN=P(N=P(N(C)C)(N(C)C)N(C)C)(N(C)C)N(C)C.Cc1cc(C)on1. No catalyst specified. The product is Cc1ccc(Nc2ccc(C(F)(F)F)cc2)cc1. The yield is 0.185. (3) The reactants are Ic1ccccn1.Cc1ccc(N)cc1.O=S(=O)(O[Pd]1c2ccccc2-c2ccccc2N~1)C(F)(F)F.COc1ccc(OC)c(P([C@]23C[C@H]4C[C@H](C[C@H](C4)C2)C3)[C@]23C[C@H]4C[C@H](C[C@H](C4)C2)C3)c1-c1c(C(C)C)cc(C(C)C)cc1C(C)C.CCN=P(N=P(N(C)C)(N(C)C)N(C)C)(N(C)C)N(C)C.CCOC(=O)c1cc(C)on1. No catalyst specified. The product is Cc1ccc(Nc2ccccn2)cc1. The yield is 0.762.